Dataset: Reaction yield outcomes from USPTO patents with 853,638 reactions. Task: Predict the reaction yield, written as a fraction of the theoretical maximum amount of product (1.0 means a 100% yield; for example, 0.34 means a 34% yield). The reactants are [CH2:1]([O:3][C:4]1[C:13]([OH:14])=[C:12]2[C:7]([C:8]([CH2:15][C:16]3[CH:21]=[C:20]([O:22][CH3:23])[C:19]([O:24][CH3:25])=[C:18]([O:26][CH3:27])[CH:17]=3)=[CH:9][N:10]=[CH:11]2)=[CH:6][CH:5]=1)[CH3:2].C([O-])([O-])=O.[Cs+].[Cs+].[CH2:34](Br)[C:35]1[CH:40]=[CH:39][CH:38]=[CH:37][CH:36]=1. The catalyst is CN(C=O)C.CCOCC. The product is [CH2:34]([O:14][C:13]1[C:4]([O:3][CH2:1][CH3:2])=[CH:5][CH:6]=[C:7]2[C:12]=1[CH:11]=[N:10][CH:9]=[C:8]2[CH2:15][C:16]1[CH:17]=[C:18]([O:26][CH3:27])[C:19]([O:24][CH3:25])=[C:20]([O:22][CH3:23])[CH:21]=1)[C:35]1[CH:40]=[CH:39][CH:38]=[CH:37][CH:36]=1. The yield is 0.230.